Dataset: Catalyst prediction with 721,799 reactions and 888 catalyst types from USPTO. Task: Predict which catalyst facilitates the given reaction. Reactant: N[C:2]1[CH:7]=[C:6]([F:8])[C:5]([CH:9]([CH3:14])[C:10]([O:12][CH3:13])=[O:11])=[C:4]([F:15])[CH:3]=1.[BrH:16].N([O-])=O.[Na+].S(=O)(=O)(O)O.Cl. Product: [Br:16][C:2]1[CH:7]=[C:6]([F:8])[C:5]([CH:9]([CH3:14])[C:10]([O:12][CH3:13])=[O:11])=[C:4]([F:15])[CH:3]=1. The catalyst class is: 5.